Task: Predict the reaction yield, written as a fraction of the theoretical maximum amount of product (1.0 means a 100% yield; for example, 0.34 means a 34% yield).. Dataset: Reaction yield outcomes from USPTO patents with 853,638 reactions (1) The reactants are [CH:1]([N:4]1[C:8]([C:9]2[N:18]=[C:17]3[N:11]([CH2:12][CH2:13][O:14][C:15]4[CH:22]=[C:21](O)[N:20]=[CH:19][C:16]=43)[CH:10]=2)=[N:7][CH:6]=[N:5]1)([CH3:3])[CH3:2].[CH3:24][OH:25].[OH2:26]. No catalyst specified. The product is [OH:25][C@H:24]1[CH2:2][CH2:1][N:4]([C:21]2[N:20]=[CH:19][C:16]3[C:17]4[N:11]([CH:10]=[C:9]([C:8]5[N:4]([CH:1]([CH3:3])[CH3:2])[N:5]=[CH:6][N:7]=5)[N:18]=4)[CH2:12][CH2:13][O:14][C:15]=3[CH:22]=2)[C@@H:8]1[C:9]([NH2:18])=[O:26]. The yield is 0.390. (2) The reactants are [C:1]1([C:7]2[N:8]([CH2:16][C:17]3[CH:25]=[CH:24][C:20]([C:21](O)=[O:22])=[CH:19][CH:18]=3)[C:9]3[C:14]([CH:15]=2)=[CH:13][CH:12]=[CH:11][CH:10]=3)[CH:6]=[CH:5][CH:4]=[CH:3][CH:2]=1.Cl.[NH2:27][OH:28].F[P-](F)(F)(F)(F)F.N1(O[P+](N(C)C)(N(C)C)N(C)C)C2C=CC=CC=2N=N1.C(N(CC)CC)C. The catalyst is N1C=CC=CC=1. The product is [OH:28][NH:27][C:21](=[O:22])[C:20]1[CH:24]=[CH:25][C:17]([CH2:16][N:8]2[C:9]3[C:14](=[CH:13][CH:12]=[CH:11][CH:10]=3)[CH:15]=[C:7]2[C:1]2[CH:2]=[CH:3][CH:4]=[CH:5][CH:6]=2)=[CH:18][CH:19]=1. The yield is 0.170. (3) The reactants are C(OC([N:8]1[CH2:13][CH2:12][C:11]([C:21]#[N:22])([CH2:14][C:15]2[CH:20]=[CH:19][N:18]=[CH:17][CH:16]=2)[CH2:10][CH2:9]1)=O)(C)(C)C.C(O)(C(F)(F)F)=O. The catalyst is C(Cl)Cl. The product is [N:18]1[CH:19]=[CH:20][C:15]([CH2:14][C:11]2([C:21]#[N:22])[CH2:12][CH2:13][NH:8][CH2:9][CH2:10]2)=[CH:16][CH:17]=1. The yield is 0.760. (4) The reactants are [Cl:1][C:2]1[N:3]=[CH:4][C:5]2[CH:10]=[CH:9][NH:8][C:6]=2[N:7]=1.CC([O-])(C)C.[K+].Br[CH2:18][C:19]([O:21][CH2:22][CH3:23])=[O:20]. The catalyst is C1COCC1. The product is [Cl:1][C:2]1[N:3]=[CH:4][C:5]2[CH:10]=[CH:9][N:8]([CH2:18][C:19]([O:21][CH2:22][CH3:23])=[O:20])[C:6]=2[N:7]=1. The yield is 0.600. (5) The reactants are Br[C:2]1[CH:7]=[CH:6][C:5]([Br:8])=[CH:4][N:3]=1.[CH3:9][S-:10].[Na+].O.C(OCC)(=O)C. The catalyst is CN(C)C=O. The product is [Br:8][C:5]1[CH:6]=[CH:7][C:2]([S:10][CH3:9])=[N:3][CH:4]=1. The yield is 0.840. (6) The reactants are Br[C:2]1[CH:3]=[C:4]([S:8]([NH:11][C:12]2[CH:21]=[CH:20][C:15]([C:16]([O:18][CH3:19])=[O:17])=[C:14]([OH:22])[CH:13]=2)(=[O:10])=[O:9])[S:5][C:6]=1[Cl:7].[CH3:23][S:24]([NH:27][C:28]1[CH:33]=[CH:32][C:31](B2OC(C)(C)C(C)(C)O2)=[CH:30][CH:29]=1)(=[O:26])=[O:25]. No catalyst specified. The product is [Cl:7][C:6]1[S:5][C:4]([S:8]([NH:11][C:12]2[CH:21]=[CH:20][C:15]([C:16]([O:18][CH3:19])=[O:17])=[C:14]([OH:22])[CH:13]=2)(=[O:10])=[O:9])=[CH:3][C:2]=1[C:31]1[CH:30]=[CH:29][C:28]([NH:27][S:24]([CH3:23])(=[O:25])=[O:26])=[CH:33][CH:32]=1. The yield is 0.0600.